From a dataset of Forward reaction prediction with 1.9M reactions from USPTO patents (1976-2016). Predict the product of the given reaction. (1) The product is: [CH3:1][C:2]1[CH:3]=[C:4]([CH:7]=[CH:8][C:9]=1[CH3:10])[C:5]([OH:16])=[O:6]. Given the reactants [CH3:1][C:2]1[CH:3]=[C:4]([CH:7]=[CH:8][C:9]=1[CH3:10])[CH2:5][OH:6].CC1C=C(C=CC=1C)C=[O:16].C1(C(=CC(=CC=1)C)C)C, predict the reaction product. (2) Given the reactants C(N(CC)CC)C.[O:8]([C:22]1[CH:27]=[CH:26][C:25]([C@@H:28]2[C@@H:31]([CH2:32][CH2:33][C@@H:34]([C:36]3[CH:41]=[CH:40][C:39]([F:42])=[CH:38][CH:37]=3)[OH:35])[C:30](=[O:43])[N:29]2[C:44]2[CH:49]=[CH:48][C:47](I)=[CH:46][CH:45]=2)=[CH:24][CH:23]=1)[C@@H:9]1[O:17][C@H:16]([C:18]([O:20][CH3:21])=[O:19])[C@@H:14]([OH:15])[C@H:12]([OH:13])[C@H:10]1[OH:11].[CH2:51]([NH:54][S:55]([CH3:58])(=[O:57])=[O:56])[C:52]#[CH:53], predict the reaction product. The product is: [O:8]([C:22]1[CH:27]=[CH:26][C:25]([C@@H:28]2[C@@H:31]([CH2:32][CH2:33][C@@H:34]([C:36]3[CH:41]=[CH:40][C:39]([F:42])=[CH:38][CH:37]=3)[OH:35])[C:30](=[O:43])[N:29]2[C:44]2[CH:49]=[CH:48][C:47]([C:53]#[C:52][CH2:51][NH:54][S:55]([CH3:58])(=[O:57])=[O:56])=[CH:46][CH:45]=2)=[CH:24][CH:23]=1)[C@@H:9]1[O:17][C@H:16]([C:18]([O:20][CH3:21])=[O:19])[C@@H:14]([OH:15])[C@H:12]([OH:13])[C@H:10]1[OH:11]. (3) Given the reactants [C:1]([O:4]O)(=[O:3])[CH3:2].[Cl:6][C:7]1[CH:8]=[C:9]([I:13])[CH:10]=[CH:11][CH:12]=1.[C:14]([OH:17])(=[O:16])[CH3:15], predict the reaction product. The product is: [C:1]([O:4][I:13]([O:17][C:14](=[O:16])[CH3:15])[C:9]1[CH:10]=[CH:11][CH:12]=[C:7]([Cl:6])[CH:8]=1)(=[O:3])[CH3:2]. (4) Given the reactants [C:1]([O:5][C:6](=[O:30])[NH:7][C:8]1[CH:13]=[CH:12][C:11]([Sn](CCCC)(CCCC)CCCC)=[CH:10][C:9]=1[N+:27]([O-:29])=[O:28])([CH3:4])([CH3:3])[CH3:2].[C:31]([O:35][C:36]([N:38]1[CH2:43][CH:42]=[C:41](OS(C(F)(F)F)(=O)=O)[CH2:40][CH2:39]1)=[O:37])([CH3:34])([CH3:33])[CH3:32], predict the reaction product. The product is: [C:31]([O:35][C:36]([N:38]1[CH2:39][CH:40]=[C:41]([C:11]2[CH:12]=[CH:13][C:8]([NH:7][C:6]([O:5][C:1]([CH3:2])([CH3:3])[CH3:4])=[O:30])=[C:9]([N+:27]([O-:29])=[O:28])[CH:10]=2)[CH2:42][CH2:43]1)=[O:37])([CH3:34])([CH3:32])[CH3:33]. (5) Given the reactants [Cl:1][C:2]1[CH:7]=[C:6](Cl)[N:5]=[CH:4][N:3]=1.[F:9][C:10]1[CH:15]=[CH:14][CH:13]=[CH:12][C:11]=1B(O)O.C([O-])([O-])=O.[Na+].[Na+].C(OCC)(=O)C.CCCCCC, predict the reaction product. The product is: [Cl:1][C:2]1[CH:7]=[C:6]([C:11]2[CH:12]=[CH:13][CH:14]=[CH:15][C:10]=2[F:9])[N:5]=[CH:4][N:3]=1. (6) Given the reactants [CH3:1][O:2][C:3]([N:5]1[C@@H:13]2[C@@H:8]([C@@:9]([OH:23])([C:14]#[C:15][C:16]3[CH:17]=[C:18]([CH3:22])[CH:19]=[CH:20][CH:21]=3)[CH2:10][CH2:11][CH2:12]2)[CH2:7][CH2:6]1)=[O:4].[CH3:24][O:25][CH2:26][CH2:27][O:28][CH2:29][C:30](O)=[O:31], predict the reaction product. The product is: [CH3:1][O:2][C:3]([N:5]1[C@H:13]2[C@H:8]([C@:9]([O:23][C:30](=[O:31])[CH2:29][O:28][CH2:27][CH2:26][O:25][CH3:24])([C:14]#[C:15][C:16]3[CH:17]=[C:18]([CH3:22])[CH:19]=[CH:20][CH:21]=3)[CH2:10][CH2:11][CH2:12]2)[CH2:7][CH2:6]1)=[O:4]. (7) Given the reactants C([O:4][CH:5]([C:10]1[CH:11]=[N:12][CH:13]=[C:14](Br)[CH:15]=1)[C:6]([F:9])([F:8])[F:7])(=O)C.[CH3:17][S:18]([O-:20])=[O:19].[Na+].N1CCC[C@H]1C(O)=O.C(=O)(O)[O-].[Na+].C(=O)([O-])[O-].[K+].[K+], predict the reaction product. The product is: [F:7][C:6]([F:9])([F:8])[CH:5]([C:10]1[CH:11]=[N:12][CH:13]=[C:14]([S:18]([CH3:17])(=[O:20])=[O:19])[CH:15]=1)[OH:4].